This data is from Catalyst prediction with 721,799 reactions and 888 catalyst types from USPTO. The task is: Predict which catalyst facilitates the given reaction. (1) Reactant: Br[C:2]1[C:10]2[C:9](=[O:11])[N:8]([CH3:12])[C:7](=[O:13])[N:6]([CH2:14][CH:15]([CH3:17])[CH3:16])[C:5]=2[S:4][C:3]=1[CH2:18][C:19]1[CH:24]=[CH:23][CH:22]=[CH:21][C:20]=1[C:25]([F:28])([F:27])[F:26].[S:29]1[CH:33]=[CH:32][C:31](B(O)O)=[CH:30]1.O.O.O.O.O.O.O.O.[OH-].[Ba+2].[OH-]. Product: [CH3:12][N:8]1[C:9](=[O:11])[C:10]2[C:2]([C:31]3[CH:32]=[CH:33][S:29][CH:30]=3)=[C:3]([CH2:18][C:19]3[CH:24]=[CH:23][CH:22]=[CH:21][C:20]=3[C:25]([F:28])([F:27])[F:26])[S:4][C:5]=2[N:6]([CH2:14][CH:15]([CH3:17])[CH3:16])[C:7]1=[O:13]. The catalyst class is: 108. (2) Reactant: [NH2:1][C@@H:2]1[C@@H:7]([O:8][CH2:9][C:10]2[CH:15]=[CH:14][CH:13]=[CH:12][CH:11]=2)[C@H:6]([O:16][CH2:17][C:18]2[CH:23]=[CH:22][CH:21]=[CH:20][CH:19]=2)[C@@H:5]([CH2:24][O:25][CH2:26][C:27]2[CH:32]=[CH:31][CH:30]=[CH:29][CH:28]=2)[CH2:4][C@@H:3]1[OH:33].[C:34](O[C:34]([O:36][C:37]([CH3:40])([CH3:39])[CH3:38])=[O:35])([O:36][C:37]([CH3:40])([CH3:39])[CH3:38])=[O:35]. Product: [C:37]([O:36][C:34](=[O:35])[NH:1][C@H:2]1[C@@H:3]([OH:33])[CH2:4][C@H:5]([CH2:24][O:25][CH2:26][C:27]2[CH:32]=[CH:31][CH:30]=[CH:29][CH:28]=2)[C@@H:6]([O:16][CH2:17][C:18]2[CH:19]=[CH:20][CH:21]=[CH:22][CH:23]=2)[C@@H:7]1[O:8][CH2:9][C:10]1[CH:11]=[CH:12][CH:13]=[CH:14][CH:15]=1)([CH3:40])([CH3:39])[CH3:38]. The catalyst class is: 2. (3) Product: [C:55]([O:54][C:52](=[O:53])[NH:1][C:2]1[CH:7]=[CH:6][N:5]([CH:8]2[CH2:12][CH:11]([C:13]([C:24]3[CH:29]=[CH:28][CH:27]=[CH:26][CH:25]=3)([C:30]3[CH:35]=[CH:34][CH:33]=[CH:32][CH:31]=3)[O:14][CH2:15][C:16]3[CH:21]=[CH:20][C:19]([O:22][CH3:23])=[CH:18][CH:17]=3)[CH:10]([C:36]([C:21]3[CH:16]=[CH:17][CH:18]=[CH:19][CH:20]=3)([C:39]3[CH:42]=[CH:6][CH:7]=[CH:2][CH:40]=3)[O:37][SiH2:38][C:11]([CH3:13])([CH3:10])[CH3:12])[O:9]2)[C:4](=[O:43])[N:3]=1)([CH3:56])([CH3:57])[CH3:58]. Reactant: [NH2:1][C:2]1[CH:7]=[CH:6][N:5]([CH:8]2[CH2:12][CH:11]([C:13]([C:30]3[CH:35]=[CH:34][CH:33]=[CH:32][CH:31]=3)([C:24]3[CH:29]=[CH:28][CH:27]=[CH:26][CH:25]=3)[O:14][CH2:15][C:16]3[CH:21]=[CH:20][C:19]([O:22][CH3:23])=[CH:18][CH:17]=3)[CH:10]([CH:36]([C:39]([CH3:42])(C)[CH3:40])[O:37][SiH3:38])[O:9]2)[C:4](=[O:43])[N:3]=1.[C:52](O[C:52]([O:54][C:55]([CH3:58])([CH3:57])[CH3:56])=[O:53])([O:54][C:55]([CH3:58])([CH3:57])[CH3:56])=[O:53]. The catalyst class is: 12. (4) Reactant: [Cl:1][C:2]1[CH:3]=[CH:4][C:5]([NH:8][C:9]([C:11]2[CH:16]=[C:15]([O:17]C)[CH:14]=[CH:13][C:12]=2[NH:19][C:20]([C:22]2[CH:27]=[CH:26][C:25]([C:28]#[N:29])=[CH:24][CH:23]=2)=[O:21])=[O:10])=[N:6][CH:7]=1.B(Br)(Br)Br. Product: [Cl:1][C:2]1[CH:3]=[CH:4][C:5]([NH:8][C:9]([C:11]2[C:12]([NH:19][C:20]([C:22]3[CH:27]=[CH:26][C:25]([C:28]#[N:29])=[CH:24][CH:23]=3)=[O:21])=[CH:13][CH:14]=[C:15]([OH:17])[CH:16]=2)=[O:10])=[N:6][CH:7]=1. The catalyst class is: 2. (5) Reactant: [F:1][C:2]1[CH:3]=[C:4]([C:8]2[N:12]([CH3:13])[C:11]3[CH:14]=[CH:15][C:16]([C:18]4[CH:23]([CH3:24])[S:22][C:21](=[O:25])[N:20]([CH2:26][CH2:27][NH:28]C(=O)OC(C)(C)C)[N:19]=4)=[CH:17][C:10]=3[N:9]=2)[CH:5]=[CH:6][CH:7]=1.Cl. Product: [NH2:28][CH2:27][CH2:26][N:20]1[N:19]=[C:18]([C:16]2[CH:15]=[CH:14][C:11]3[N:12]([CH3:13])[C:8]([C:4]4[CH:5]=[CH:6][CH:7]=[C:2]([F:1])[CH:3]=4)=[N:9][C:10]=3[CH:17]=2)[CH:23]([CH3:24])[S:22][C:21]1=[O:25]. The catalyst class is: 12.